This data is from Forward reaction prediction with 1.9M reactions from USPTO patents (1976-2016). The task is: Predict the product of the given reaction. (1) Given the reactants [Cl:1][C:2]1[CH:7]=[CH:6][C:5]([CH:8]2[CH:12]([C:13]3[CH:18]=[CH:17][C:16]([Cl:19])=[CH:15][CH:14]=3)[NH:11][C:10]([C:20]3[CH:25]=[CH:24][C:23](I)=[CH:22][C:21]=3[O:27][CH2:28][CH3:29])=[N:9]2)=[CH:4][CH:3]=1.[CH3:30][C:31]([CH3:35])([CH3:34])[C:32]#[CH:33], predict the reaction product. The product is: [Cl:1][C:2]1[CH:7]=[CH:6][C:5]([CH:8]2[CH:12]([C:13]3[CH:18]=[CH:17][C:16]([Cl:19])=[CH:15][CH:14]=3)[NH:11][C:10]([C:20]3[CH:25]=[CH:24][C:23]([C:33]#[C:32][C:31]([CH3:35])([CH3:34])[CH3:30])=[CH:22][C:21]=3[O:27][CH2:28][CH3:29])=[N:9]2)=[CH:4][CH:3]=1. (2) Given the reactants [CH3:1][O:2][CH2:3][C:4]1[CH:9]=[CH:8][CH:7]=[CH:6][C:5]=1[N+:10]([O-])=O.[H][H].C, predict the reaction product. The product is: [CH3:1][O:2][CH2:3][C:4]1[CH:9]=[CH:8][CH:7]=[CH:6][C:5]=1[NH2:10]. (3) Given the reactants C(Cl)CCl.F[C:6]1[CH:11]=[CH:10][C:9]([NH:12][C:13]2[C:14]3[C:21]([CH3:22])=[C:20]([C:23]([OH:25])=[O:24])[S:19][C:15]=3[N:16]=[CH:17][N:18]=2)=[C:8]([O:26][C@H:27]2[CH2:32][CH2:31][C@H:30]([OH:33])[CH2:29][CH2:28]2)C=1.O[N:35]1C(=O)CCC1=O, predict the reaction product. The product is: [OH:33][C@H:30]1[CH2:29][CH2:28][C@H:27]([O:26][C:8]2[C:9]([NH:12][C:13]3[C:14]4[C:21]([CH3:22])=[C:20]([C:23]([OH:25])=[O:24])[S:19][C:15]=4[N:16]=[CH:17][N:18]=3)=[CH:10][CH:11]=[CH:6][N:35]=2)[CH2:32][CH2:31]1. (4) Given the reactants [Cl:1][C:2]1[CH:7]=[CH:6][C:5]([N:8]2[CH2:13][CH2:12][NH:11][CH2:10][CH2:9]2)=[CH:4][CH:3]=1.[C:14]([OH:17])(=O)[CH3:15].C1(NC2C3[S:45][CH2:44][CH2:43][C:27]=3[N:28]=[C:29](N3CCN(C4C=CC=CC=4)CC3)[N:30]=2)CCCCC1, predict the reaction product. The product is: [Cl:1][C:2]1[CH:3]=[CH:4][C:5]([N:8]2[CH2:13][CH2:12][N:11]([C:29]3[N:30]=[C:14]([OH:17])[C:15]4[S:45][CH2:44][CH2:43][C:27]=4[N:28]=3)[CH2:10][CH2:9]2)=[CH:6][CH:7]=1. (5) Given the reactants [NH:1]1[CH:5]=[CH:4][C:3]([C:6]2[CH:11]=[CH:10][CH:9]=[CH:8][N:7]=2)=[CH:2]1.[H-].[Na+].[Cl:14][C:15]1[CH:20]=[CH:19][CH:18]=[C:17](Cl)[N:16]=1, predict the reaction product. The product is: [Cl:14][C:15]1[CH:20]=[CH:19][CH:18]=[C:17]([N:1]2[CH:5]=[CH:4][C:3]([C:6]3[CH:11]=[CH:10][CH:9]=[CH:8][N:7]=3)=[CH:2]2)[N:16]=1. (6) Given the reactants [C:1]([O:5][C:6]([N:8]1[CH2:13][CH2:12][CH:11]([NH:14][CH2:15][CH2:16][O:17][CH3:18])[CH2:10][CH2:9]1)=[O:7])([CH3:4])([CH3:3])[CH3:2].[S:19]1[CH:23]=[CH:22][N:21]=[C:20]1[CH:24]=O.C(O)(=O)C.C(O[BH-](OC(=O)C)OC(=O)C)(=O)C.[Na+], predict the reaction product. The product is: [C:1]([O:5][C:6]([N:8]1[CH2:9][CH2:10][CH:11]([N:14]([CH2:15][CH2:16][O:17][CH3:18])[CH2:24][C:20]2[S:19][CH:23]=[CH:22][N:21]=2)[CH2:12][CH2:13]1)=[O:7])([CH3:4])([CH3:3])[CH3:2]. (7) The product is: [NH2:25][CH:22]1[CH2:23][CH2:24][N:19]([C:17]2[N:18]=[C:13]([C:7]3[C:6]4[C:10](=[CH:11][CH:12]=[C:4]([C:34]5[CH:33]=[C:32]([CH:37]=[CH:36][C:35]=5[F:41])[C:30]([NH:29][CH:26]5[CH2:27][CH2:28]5)=[O:31])[CH:5]=4)[NH:9][N:8]=3)[CH:14]=[N:15][CH:16]=2)[CH2:20][CH2:21]1. Given the reactants Cl.Cl.Br[C:4]1[CH:5]=[C:6]2[C:10](=[CH:11][CH:12]=1)[NH:9][N:8]=[C:7]2[C:13]1[N:18]=[C:17]([N:19]2[CH2:24][CH2:23][CH:22]([NH2:25])[CH2:21][CH2:20]2)[CH:16]=[N:15][CH:14]=1.[CH:26]1([NH:29][C:30]([C:32]2[CH:33]=[CH:34][C:35]([F:41])=[C:36](B(O)O)[CH:37]=2)=[O:31])[CH2:28][CH2:27]1.C([O-])([O-])=O.[Na+].[Na+], predict the reaction product. (8) Given the reactants [O:1]=[C:2]1[CH2:7][CH2:6][C:5]([C:8]2[CH:9]=[C:10]([CH:27]=[CH:28][CH:29]=2)[CH2:11][O:12][C:13]2[CH:18]=[CH:17][C:16]([CH:19]([C:24]#[C:25][CH3:26])[CH2:20][C:21]([OH:23])=[O:22])=[CH:15][CH:14]=2)=[CH:4][CH2:3]1.[BH4-].[Na+].Cl, predict the reaction product. The product is: [OH:1][CH:2]1[CH2:7][CH2:6][C:5]([C:8]2[CH:9]=[C:10]([CH:27]=[CH:28][CH:29]=2)[CH2:11][O:12][C:13]2[CH:14]=[CH:15][C:16]([CH:19]([C:24]#[C:25][CH3:26])[CH2:20][C:21]([OH:23])=[O:22])=[CH:17][CH:18]=2)=[CH:4][CH2:3]1.